Dataset: Full USPTO retrosynthesis dataset with 1.9M reactions from patents (1976-2016). Task: Predict the reactants needed to synthesize the given product. (1) Given the product [Br:1][C:2]1[CH:7]=[CH:6][C:5]([S:8]([CH:11]([CH3:13])[CH3:12])(=[O:10])=[O:9])=[C:4]([NH2:14])[CH:3]=1, predict the reactants needed to synthesize it. The reactants are: [Br:1][C:2]1[CH:7]=[CH:6][C:5]([S:8]([CH:11]([CH3:13])[CH3:12])(=[O:10])=[O:9])=[C:4]([N+:14]([O-])=O)[CH:3]=1. (2) Given the product [C:1]([O:5][C:6]([N:8]1[CH2:13][CH2:12][CH2:11][C@H:10]([NH:14][CH2:36][C:24]2[CH:25]=[C:26]3[C:30](=[CH:31][C:23]=2[O:22][CH3:21])[CH2:29][O:28][CH:27]3[C:32]([F:35])([F:33])[F:34])[C@@H:9]1[C:15]1[CH:20]=[CH:19][CH:18]=[CH:17][CH:16]=1)=[O:7])([CH3:4])([CH3:2])[CH3:3], predict the reactants needed to synthesize it. The reactants are: [C:1]([O:5][C:6]([N:8]1[CH2:13][CH2:12][CH2:11][C@H:10]([NH2:14])[C@@H:9]1[C:15]1[CH:20]=[CH:19][CH:18]=[CH:17][CH:16]=1)=[O:7])([CH3:4])([CH3:3])[CH3:2].[CH3:21][O:22][C:23]1[CH:31]=[C:30]2[C:26]([CH:27]([C:32]([F:35])([F:34])[F:33])[O:28][CH2:29]2)=[CH:25][C:24]=1[CH:36]=O.C(O[BH-](OC(=O)C)OC(=O)C)(=O)C.[Na+].C(=O)(O)[O-].[Na+]. (3) Given the product [Br:20][C:18]1[CH:17]=[CH:16][N:15]=[C:14]([N:12]2[C:11]3[C@@H:10]4[CH2:21][C@@H:9]4[CH2:8][C:7]=3[C:6]([C:4]([OH:5])=[O:3])=[N:13]2)[CH:19]=1, predict the reactants needed to synthesize it. The reactants are: C([O:3][C:4]([C:6]1[C:7]2[CH2:8][C@H:9]3[CH2:21][C@H:10]3[C:11]=2[N:12]([C:14]2[CH:19]=[C:18]([Br:20])[CH:17]=[CH:16][N:15]=2)[N:13]=1)=[O:5])C.[OH-].[Na+].